This data is from NCI-60 drug combinations with 297,098 pairs across 59 cell lines. The task is: Regression. Given two drug SMILES strings and cell line genomic features, predict the synergy score measuring deviation from expected non-interaction effect. (1) Drug 1: CCC1=C2CN3C(=CC4=C(C3=O)COC(=O)C4(CC)O)C2=NC5=C1C=C(C=C5)O. Drug 2: CC1C(C(CC(O1)OC2CC(CC3=C2C(=C4C(=C3O)C(=O)C5=CC=CC=C5C4=O)O)(C(=O)C)O)N)O. Cell line: MDA-MB-435. Synergy scores: CSS=52.7, Synergy_ZIP=-5.29, Synergy_Bliss=-5.26, Synergy_Loewe=-1.86, Synergy_HSA=-0.671. (2) Drug 1: C1=NC2=C(N1)C(=S)N=C(N2)N. Drug 2: CS(=O)(=O)CCNCC1=CC=C(O1)C2=CC3=C(C=C2)N=CN=C3NC4=CC(=C(C=C4)OCC5=CC(=CC=C5)F)Cl. Cell line: OVCAR3. Synergy scores: CSS=53.6, Synergy_ZIP=-0.986, Synergy_Bliss=-0.301, Synergy_Loewe=-7.83, Synergy_HSA=0.119.